Dataset: Forward reaction prediction with 1.9M reactions from USPTO patents (1976-2016). Task: Predict the product of the given reaction. Given the reactants C([NH+](CC)CC)C.[N:8]([C@@H:11]1[C@@H:15]([CH2:16][P:17]([OH:20])(=[O:19])[OH:18])[O:14][C@@H:13]([N:21]2[CH:29]=[C:27]([CH3:28])[C:25](=[O:26])[NH:24][C:22]2=[O:23])[CH2:12]1)=[N+:9]=[N-:10].C(N1C=CN=C1)(N1C=CN=C1)=O.C([NH+](CCCC)CCCC)CCC.[O-:55][P:56]([NH:59][P:60]([O-])([O-:62])=[O:61])(=[O:58])[O-:57], predict the reaction product. The product is: [CH3:28][C:27]1[C:25](=[O:26])[NH:24][C:22](=[O:23])[N:21]([C@@H:13]2[O:14][C@H:15]([CH2:16][P:17]([O:18][P:60]([OH:62])([NH:59][P:56]([OH:58])([OH:57])=[O:55])=[O:61])([OH:20])=[O:19])[C@@H:11]([N:8]=[N+:9]=[N-:10])[CH2:12]2)[CH:29]=1.